From a dataset of NCI-60 drug combinations with 297,098 pairs across 59 cell lines. Regression. Given two drug SMILES strings and cell line genomic features, predict the synergy score measuring deviation from expected non-interaction effect. (1) Drug 1: CC(C1=C(C=CC(=C1Cl)F)Cl)OC2=C(N=CC(=C2)C3=CN(N=C3)C4CCNCC4)N. Drug 2: C(CC(=O)O)C(=O)CN.Cl. Cell line: SNB-19. Synergy scores: CSS=13.7, Synergy_ZIP=-1.66, Synergy_Bliss=2.63, Synergy_Loewe=-1.24, Synergy_HSA=2.59. (2) Drug 1: CN1CCC(CC1)COC2=C(C=C3C(=C2)N=CN=C3NC4=C(C=C(C=C4)Br)F)OC. Drug 2: CC1=C(C(=O)C2=C(C1=O)N3CC4C(C3(C2COC(=O)N)OC)N4)N. Cell line: NCI-H322M. Synergy scores: CSS=34.0, Synergy_ZIP=-1.62, Synergy_Bliss=3.08, Synergy_Loewe=0.381, Synergy_HSA=2.96. (3) Drug 1: CC=C1C(=O)NC(C(=O)OC2CC(=O)NC(C(=O)NC(CSSCCC=C2)C(=O)N1)C(C)C)C(C)C. Drug 2: CC1=C(C(=CC=C1)Cl)NC(=O)C2=CN=C(S2)NC3=CC(=NC(=N3)C)N4CCN(CC4)CCO. Cell line: OVCAR3. Synergy scores: CSS=59.9, Synergy_ZIP=-2.24, Synergy_Bliss=-2.39, Synergy_Loewe=-22.0, Synergy_HSA=-0.165. (4) Drug 1: CC1C(C(CC(O1)OC2CC(CC3=C2C(=C4C(=C3O)C(=O)C5=C(C4=O)C(=CC=C5)OC)O)(C(=O)C)O)N)O.Cl. Drug 2: CC1=C(C=C(C=C1)NC(=O)C2=CC=C(C=C2)CN3CCN(CC3)C)NC4=NC=CC(=N4)C5=CN=CC=C5. Cell line: SN12C. Synergy scores: CSS=19.1, Synergy_ZIP=6.65, Synergy_Bliss=7.01, Synergy_Loewe=-15.1, Synergy_HSA=1.23. (5) Drug 1: C1CCN(CC1)CCOC2=CC=C(C=C2)C(=O)C3=C(SC4=C3C=CC(=C4)O)C5=CC=C(C=C5)O. Drug 2: C1=CC(=CC=C1CC(C(=O)O)N)N(CCCl)CCCl.Cl. Cell line: T-47D. Synergy scores: CSS=22.0, Synergy_ZIP=-10.0, Synergy_Bliss=-8.60, Synergy_Loewe=-12.3, Synergy_HSA=-6.66. (6) Drug 1: CN1CCC(CC1)COC2=C(C=C3C(=C2)N=CN=C3NC4=C(C=C(C=C4)Br)F)OC. Drug 2: CS(=O)(=O)C1=CC(=C(C=C1)C(=O)NC2=CC(=C(C=C2)Cl)C3=CC=CC=N3)Cl. Cell line: SF-539. Synergy scores: CSS=8.61, Synergy_ZIP=-1.93, Synergy_Bliss=0.0663, Synergy_Loewe=-12.7, Synergy_HSA=0.834. (7) Drug 1: C1C(C(OC1N2C=NC3=C(N=C(N=C32)Cl)N)CO)O. Drug 2: CC1=C(C=C(C=C1)C(=O)NC2=CC(=CC(=C2)C(F)(F)F)N3C=C(N=C3)C)NC4=NC=CC(=N4)C5=CN=CC=C5. Cell line: HS 578T. Synergy scores: CSS=-1.26, Synergy_ZIP=0.694, Synergy_Bliss=1.27, Synergy_Loewe=-4.90, Synergy_HSA=-2.90.